Dataset: Forward reaction prediction with 1.9M reactions from USPTO patents (1976-2016). Task: Predict the product of the given reaction. (1) The product is: [OH:1][C@@H:2]([C@H:4]1[C:10](=[O:11])[N:9]2[C@@H:5]1[CH2:6][C:7]([C:15]1[CH:25]=[CH:24][C:18]3[N:19]([CH3:23])[C:20](=[O:22])[O:21][C:17]=3[CH:16]=1)=[C:8]2[C:12]([O:14][CH2:34][O:33][C:27](=[O:32])[C:28]([CH3:31])([CH3:30])[CH3:29])=[O:13])[CH3:3]. Given the reactants [OH:1][C@@H:2]([C@H:4]1[C:10](=[O:11])[N:9]2[C@@H:5]1[CH2:6][C:7]([C:15]1[CH:25]=[CH:24][C:18]3[N:19]([CH3:23])[C:20](=[O:22])[O:21][C:17]=3[CH:16]=1)=[C:8]2[C:12]([O-:14])=[O:13])[CH3:3].[Na+].[C:27]([O:33][CH2:34]I)(=[O:32])[C:28]([CH3:31])([CH3:30])[CH3:29].C(OCC)(=O)C, predict the reaction product. (2) Given the reactants [OH-].[K+].C([O:5][C:6](=[O:32])[C:7]1[C:12]([O:13][C:14]2[CH:19]=[CH:18][C:17]3[O:20][CH2:21][O:22][C:16]=3[CH:15]=2)=[CH:11][CH:10]=[CH:9][C:8]=1[O:23][C:24]1[CH:29]=[CH:28][CH:27]=[C:26]([O:30][CH3:31])[CH:25]=1)C, predict the reaction product. The product is: [CH2:21]1[O:20][C:17]2[CH:18]=[CH:19][C:14]([O:13][C:12]3[CH:11]=[CH:10][CH:9]=[C:8]([O:23][C:24]4[CH:29]=[CH:28][CH:27]=[C:26]([O:30][CH3:31])[CH:25]=4)[C:7]=3[C:6]([OH:32])=[O:5])=[CH:15][C:16]=2[O:22]1. (3) Given the reactants [NH2:1][C@@H:2]1[C:11]2[C:6](=[CH:7][CH:8]=[CH:9][CH:10]=2)[C@H:5]([OH:12])[CH2:4][CH2:3]1.[H-].[Na+].[F:15][C:16]1[CH:21]=[C:20](F)[CH:19]=[CH:18][N:17]=1, predict the reaction product. The product is: [F:15][C:16]1[CH:21]=[C:20]([O:12][C@H:5]2[C:6]3[C:11](=[CH:10][CH:9]=[CH:8][CH:7]=3)[C@@H:2]([NH2:1])[CH2:3][CH2:4]2)[CH:19]=[CH:18][N:17]=1. (4) Given the reactants [OH:1][C:2]1[C:7]([C:8]([NH:10][C@@H:11]([C:24]2[CH:29]=[CH:28][CH:27]=[CH:26][CH:25]=2)[C:12]2[CH:17]=[CH:16][C:15]([P:18]([CH3:23])(=[O:22])[O:19]CC)=[CH:14][CH:13]=2)=[O:9])=[CH:6][N:5]=[C:4]([N:30]2[CH:34]=[CH:33][CH:32]=[N:31]2)[N:3]=1.[OH-].[Na+], predict the reaction product. The product is: [OH:1][C:2]1[C:7]([C:8]([NH:10][C@@H:11]([C:24]2[CH:29]=[CH:28][CH:27]=[CH:26][CH:25]=2)[C:12]2[CH:13]=[CH:14][C:15]([P:18]([CH3:23])(=[O:19])[OH:22])=[CH:16][CH:17]=2)=[O:9])=[CH:6][N:5]=[C:4]([N:30]2[CH:34]=[CH:33][CH:32]=[N:31]2)[N:3]=1. (5) The product is: [CH3:11][O:10][C:7]1[CH:6]=[CH:5][C:4]([N+:1]([O-:3])=[O:2])=[CH:9][C:8]=1[S:21]([Cl:20])(=[O:23])=[O:22]. Given the reactants [N+:1]([C:4]1[CH:9]=[CH:8][C:7]([O:10][CH3:11])=[CH:6][CH:5]=1)([O-:3])=[O:2].C1(OC)C=CC=CC=1.[Cl:20][S:21](O)(=[O:23])=[O:22], predict the reaction product.